From a dataset of CYP1A2 inhibition data for predicting drug metabolism from PubChem BioAssay. Regression/Classification. Given a drug SMILES string, predict its absorption, distribution, metabolism, or excretion properties. Task type varies by dataset: regression for continuous measurements (e.g., permeability, clearance, half-life) or binary classification for categorical outcomes (e.g., BBB penetration, CYP inhibition). Dataset: cyp1a2_veith. (1) The drug is O=C1[C@H]2CC[C@H]3/C(=N\OCc4ccccc4)C[C@@H](O)[C@@H](O)[C@@H]3[C@@H]2C(=O)N1Cc1ccc2c(c1)OCO2. The result is 0 (non-inhibitor). (2) The drug is CCOC(=O)C1CCCN(c2ncnc3c2cnn3-c2cccc(C)c2)C1. The result is 1 (inhibitor). (3) The molecule is Cc1cc(=O)n(-c2ccccc2)n1C. The result is 0 (non-inhibitor). (4) The drug is Cc1ccc(OCc2ccc(C(=O)Nc3nccs3)o2)cc1C. The result is 1 (inhibitor). (5) The compound is CCOC(=O)CCN1C(=O)[C@H]2CC[C@@H]3/C(=N\NC(=O)OCc4ccccc4)C[C@@H](O)[C@@H](O)[C@@H]3[C@@H]2C1=O. The result is 0 (non-inhibitor). (6) The molecule is Cc1cnc(CNc2nc(-c3ccoc3)nc3ccccc23)cn1. The result is 1 (inhibitor).